From a dataset of Catalyst prediction with 721,799 reactions and 888 catalyst types from USPTO. Predict which catalyst facilitates the given reaction. (1) Reactant: [N:1]1([C:6]2[CH:11]=[CH:10][C:9]([CH2:12]O)=[CH:8][CH:7]=2)[CH:5]=[CH:4][CH:3]=[N:2]1.S(Cl)([Cl:16])=O. Product: [Cl:16][CH2:12][C:9]1[CH:10]=[CH:11][C:6]([N:1]2[CH:5]=[CH:4][CH:3]=[N:2]2)=[CH:7][CH:8]=1. The catalyst class is: 26. (2) Reactant: [O:1]=[C:2]1[CH:7]=[C:6]([C:8]([O:10]C)=[O:9])[CH:5]=[CH:4][N:3]1[CH:12]([C:14]1[CH:19]=[CH:18][CH:17]=[CH:16][CH:15]=1)[CH3:13].O.[OH-].[Li+].O1CCCC1.Cl. Product: [O:1]=[C:2]1[CH:7]=[C:6]([C:8]([OH:10])=[O:9])[CH:5]=[CH:4][N:3]1[CH:12]([C:14]1[CH:19]=[CH:18][CH:17]=[CH:16][CH:15]=1)[CH3:13]. The catalyst class is: 72. (3) Reactant: [CH3:1][C:2]([CH3:36])([CH3:35])[C:3]([C:29]1[CH:34]=[CH:33][CH:32]=[CH:31][CH:30]=1)=[CH:4][C:5]1[N:6]=[CH:7][N:8](C(C2C=CC=CC=2)(C2C=CC=CC=2)C2C=CC=CC=2)[CH:9]=1.ClCCl. Product: [CH3:1][C:2]([CH3:36])([CH3:35])[CH:3]([C:29]1[CH:34]=[CH:33][CH:32]=[CH:31][CH:30]=1)[CH2:4][C:5]1[N:6]=[CH:7][NH:8][CH:9]=1. The catalyst class is: 19. (4) Reactant: Br[C:2]1[C:7]([O:8][CH3:9])=[CH:6][CH:5]=[CH:4][N:3]=1.[C-:10]#[N:11].[Na+]. Product: [CH3:9][O:8][C:7]1[C:2]([C:10]#[N:11])=[N:3][CH:4]=[CH:5][CH:6]=1. The catalyst class is: 16. (5) Reactant: [CH:1]1[C:10]2[C:5](=[CH:6][C:7]([C:11]3[CH:15]=[C:14]([CH2:16][CH2:17][C@@H:18]([NH:26]C(=O)OC(C)(C)C)[CH2:19][C:20]4[CH:25]=[CH:24][CH:23]=[CH:22][CH:21]=4)[O:13][N:12]=3)=[CH:8][CH:9]=2)[CH:4]=[CH:3][N:2]=1.C(O)(C(F)(F)F)=O. Product: [CH:1]1[C:10]2[C:5](=[CH:6][C:7]([C:11]3[CH:15]=[C:14]([CH2:16][CH2:17][C@@H:18]([NH2:26])[CH2:19][C:20]4[CH:21]=[CH:22][CH:23]=[CH:24][CH:25]=4)[O:13][N:12]=3)=[CH:8][CH:9]=2)[CH:4]=[CH:3][N:2]=1. The catalyst class is: 2.